From a dataset of Full USPTO retrosynthesis dataset with 1.9M reactions from patents (1976-2016). Predict the reactants needed to synthesize the given product. (1) Given the product [CH2:1]([NH:3][CH2:17][C:12]1[CH:13]=[CH:14][CH:15]=[CH:16][C:11]=1[O:10][C:4]1[CH:9]=[CH:8][CH:7]=[CH:6][CH:5]=1)[CH3:2], predict the reactants needed to synthesize it. The reactants are: [CH2:1]([NH2:3])[CH3:2].[C:4]1([O:10][C:11]2[CH:16]=[CH:15][CH:14]=[CH:13][C:12]=2[CH2:17]Br)[CH:9]=[CH:8][CH:7]=[CH:6][CH:5]=1. (2) Given the product [CH2:1]([O:8][C:9]1[CH:10]=[CH:11][C:12]([N:15]2[CH2:20][CH2:19][N:18]([S:29]([CH3:28])(=[O:31])=[O:30])[CH2:17][CH2:16]2)=[N:13][CH:14]=1)[C:2]1[CH:3]=[CH:4][CH:5]=[CH:6][CH:7]=1, predict the reactants needed to synthesize it. The reactants are: [CH2:1]([O:8][C:9]1[CH:10]=[CH:11][C:12]([N:15]2[CH2:20][CH2:19][NH:18][CH2:17][CH2:16]2)=[N:13][CH:14]=1)[C:2]1[CH:7]=[CH:6][CH:5]=[CH:4][CH:3]=1.C(N(CC)CC)C.[CH3:28][S:29](Cl)(=[O:31])=[O:30]. (3) The reactants are: [CH2:1]([N:8]([CH2:19][C:20]1[CH:36]=[CH:35][C:23]([C:24]([NH:26][CH2:27][C:28]2C=C[CH:31]=[C:30](Cl)[CH:29]=2)=[O:25])=[CH:22][CH:21]=1)[S:9]([C:12]1[CH:17]=[CH:16][C:15]([Cl:18])=[CH:14][CH:13]=1)(=[O:11])=[O:10])[C:2]1[CH:7]=[CH:6][CH:5]=[CH:4][CH:3]=1.[S:37]1C=CC=C1CN.Cl.CN(C)CCCN=C=NCC.ON1C2C=CC=CC=2N=N1. Given the product [CH2:1]([N:8]([CH2:19][C:20]1[CH:36]=[CH:35][C:23]([C:24]([NH:26][CH2:27][C:28]2[S:37][CH:31]=[CH:30][CH:29]=2)=[O:25])=[CH:22][CH:21]=1)[S:9]([C:12]1[CH:17]=[CH:16][C:15]([Cl:18])=[CH:14][CH:13]=1)(=[O:11])=[O:10])[C:2]1[CH:7]=[CH:6][CH:5]=[CH:4][CH:3]=1, predict the reactants needed to synthesize it. (4) Given the product [F:1][C:2]([F:13])([F:12])[C:3]1[N:4]=[CH:5][C:6]([C:15]2[CH:16]=[C:17]3[C:21](=[CH:22][CH:23]=2)[NH:20][CH2:19][CH2:18]3)=[CH:7][CH:8]=1, predict the reactants needed to synthesize it. The reactants are: [F:1][C:2]([F:13])([F:12])[C:3]1[CH:8]=[CH:7][C:6](B(O)O)=[CH:5][N:4]=1.Br[C:15]1[CH:16]=[C:17]2[C:21](=[CH:22][CH:23]=1)[NH:20][CH2:19][CH2:18]2.C(=O)([O-])[O-].[Cs+].[Cs+]. (5) Given the product [CH2:33]([O:36][C:37]1[C:48]([O:49][CH3:50])=[C:47]([NH:51][C:52](=[O:91])[C:53]2[CH:58]=[CH:57][C:56]([NH:59][C:60]([C:62]3[CH:67]=[CH:66][C:65]([NH:68][C:69](=[O:84])[C@@H:70]([NH:74][C:75](=[O:83])[C:76]4[CH:81]=[CH:80][C:79]([NH:82][C:1](=[O:11])/[C:2](/[CH3:92])=[CH:3]/[C:4]5[CH:5]=[CH:6][C:7]([O:22][CH2:16][CH:25]=[CH2:26])=[CH:8][CH:9]=5)=[CH:78][CH:77]=4)[CH2:71][C:72]#[N:73])=[CH:64][N:63]=3)=[O:61])=[C:55]([O:85][CH3:86])[C:54]=2[O:87][CH2:88][CH:89]=[CH2:90])[CH:46]=[CH:45][C:38]=1[C:39]([O:41][CH2:42][CH:43]=[CH2:44])=[O:40])[CH:34]=[CH2:35], predict the reactants needed to synthesize it. The reactants are: [C:1]([OH:11])(=O)[CH:2]=[CH:3][C:4]1[CH:9]=[CH:8][CH:7]=[CH:6][CH:5]=1.ClC(Cl)(O[C:16](=[O:22])OC(Cl)(Cl)Cl)Cl.N1C(C)=CC(C)=[CH:26][C:25]=1C.[CH2:33]([O:36][C:37]1[C:48]([O:49][CH3:50])=[C:47]([NH:51][C:52](=[O:91])[C:53]2[CH:58]=[CH:57][C:56]([NH:59][C:60]([C:62]3[CH:67]=[CH:66][C:65]([NH:68][C:69](=[O:84])[C@@H:70]([NH:74][C:75](=[O:83])[C:76]4[CH:81]=[CH:80][C:79]([NH2:82])=[CH:78][CH:77]=4)[CH2:71][C:72]#[N:73])=[CH:64][N:63]=3)=[O:61])=[C:55]([O:85][CH3:86])[C:54]=2[O:87][CH2:88][CH:89]=[CH2:90])[CH:46]=[CH:45][C:38]=1[C:39]([O:41][CH2:42][CH:43]=[CH2:44])=[O:40])[CH:34]=[CH2:35].[CH3:92]CN(C(C)C)C(C)C. (6) Given the product [C:8]([N:11]1[CH2:16][CH2:15][N:14]([C:4](=[O:5])[CH2:3][CH2:2][C:1]([OH:6])=[O:7])[CH2:13][CH2:12]1)(=[O:10])[CH3:9], predict the reactants needed to synthesize it. The reactants are: [C:1]1(=[O:7])[O:6][C:4](=[O:5])[CH2:3][CH2:2]1.[C:8]([N:11]1[CH2:16][CH2:15][NH:14][CH2:13][CH2:12]1)(=[O:10])[CH3:9].